Dataset: Full USPTO retrosynthesis dataset with 1.9M reactions from patents (1976-2016). Task: Predict the reactants needed to synthesize the given product. (1) Given the product [CH2:1]([C:3]1[N:4]2[CH2:9][CH2:10][NH:11][CH:23]([CH2:22][CH2:21][C:15]3[CH:16]=[CH:17][C:18]([O:19][CH3:20])=[C:13]([F:12])[CH:14]=3)[C:5]2=[C:6]([I:8])[N:7]=1)[CH3:2], predict the reactants needed to synthesize it. The reactants are: [CH2:1]([C:3]1[N:4]([CH2:9][CH2:10][NH2:11])[CH:5]=[C:6]([I:8])[N:7]=1)[CH3:2].[F:12][C:13]1[CH:14]=[C:15]([CH2:21][CH2:22][CH:23]=O)[CH:16]=[CH:17][C:18]=1[O:19][CH3:20]. (2) Given the product [N:26]1[CH:31]=[CH:30][CH:29]=[C:28]([C:15]2[CH:16]=[C:17]3[C:9]([N:6]4[CH2:7][CH2:8][NH:4][C:5]4=[O:25])=[N:10][N:11]([CH:19]4[CH2:24][CH2:23][CH2:22][CH2:21][O:20]4)[C:12]3=[CH:13][N:14]=2)[CH:27]=1, predict the reactants needed to synthesize it. The reactants are: C([N:4]1[CH2:8][CH2:7][N:6]([C:9]2[C:17]3[C:12](=[CH:13][N:14]=[C:15](Br)[CH:16]=3)[N:11]([CH:19]3[CH2:24][CH2:23][CH2:22][CH2:21][O:20]3)[N:10]=2)[C:5]1=[O:25])(=O)C.[N:26]1[CH:31]=[CH:30][CH:29]=[C:28](B(O)O)[CH:27]=1.C(#N)C.C([O-])(=O)C.[K+]. (3) Given the product [C:1]([O:5][C:6]([NH:8][C@H:9]1[CH2:14][CH2:13][C@@H:12]([F:22])[CH2:11][CH2:10]1)=[O:7])([CH3:4])([CH3:3])[CH3:2], predict the reactants needed to synthesize it. The reactants are: [C:1]([O:5][C:6]([NH:8][CH:9]1[CH2:14][CH2:13][CH:12](O)[CH2:11][CH2:10]1)=[O:7])([CH3:4])([CH3:3])[CH3:2].CCN(S(F)(F)[F:22])CC.C([O-])(O)=O.[Na+]. (4) Given the product [NH2:12][C:8]1[CH:7]=[C:6]([N:13]2[CH2:18][CH2:17][N:16]([C:23](=[S:24])[NH:22][CH2:21][C:20]([F:26])([F:25])[F:19])[CH2:15][CH2:14]2)[C:5]2[C:10](=[CH:11][C:2]([Cl:1])=[CH:3][CH:4]=2)[N:9]=1, predict the reactants needed to synthesize it. The reactants are: [Cl:1][C:2]1[CH:11]=[C:10]2[C:5]([C:6]([N:13]3[CH2:18][CH2:17][NH:16][CH2:15][CH2:14]3)=[CH:7][C:8]([NH2:12])=[N:9]2)=[CH:4][CH:3]=1.[F:19][C:20]([F:26])([F:25])[CH2:21][N:22]=[C:23]=[S:24].C(N(C(C)C)CC)(C)C. (5) Given the product [NH2:1][C@H:2]([C:7]([OH:9])=[O:8])[CH2:3][CH:4]([CH3:6])[CH3:5].[S:19]([C:22]1[CH:23]=[CH:5][C:4]([CH3:6])=[CH:3][CH:2]=1)([OH:20])(=[O:21])=[O:26].[CH:17]([S:19]([CH:22]=[CH2:23])(=[O:21])=[O:20])=[CH2:18], predict the reactants needed to synthesize it. The reactants are: [NH:1](C(OC(C)(C)C)=O)[C@H:2]([C:7]([OH:9])=[O:8])[CH2:3][CH:4]([CH3:6])[CH3:5].[CH:17]([S:19]([CH:22]=[CH2:23])(=[O:21])=[O:20])=[CH2:18].CC[O:26]CC.